Dataset: NCI-60 drug combinations with 297,098 pairs across 59 cell lines. Task: Regression. Given two drug SMILES strings and cell line genomic features, predict the synergy score measuring deviation from expected non-interaction effect. (1) Drug 1: CC1=CC2C(CCC3(C2CCC3(C(=O)C)OC(=O)C)C)C4(C1=CC(=O)CC4)C. Drug 2: CC(C)CN1C=NC2=C1C3=CC=CC=C3N=C2N. Cell line: CCRF-CEM. Synergy scores: CSS=2.01, Synergy_ZIP=-0.615, Synergy_Bliss=-0.457, Synergy_Loewe=0.477, Synergy_HSA=-0.254. (2) Drug 1: CNC(=O)C1=CC=CC=C1SC2=CC3=C(C=C2)C(=NN3)C=CC4=CC=CC=N4. Drug 2: N.N.Cl[Pt+2]Cl. Cell line: MOLT-4. Synergy scores: CSS=9.50, Synergy_ZIP=0.107, Synergy_Bliss=-2.45, Synergy_Loewe=-10.6, Synergy_HSA=-1.72. (3) Synergy scores: CSS=-2.57, Synergy_ZIP=1.16, Synergy_Bliss=-3.66, Synergy_Loewe=-5.60, Synergy_HSA=-7.71. Cell line: NCI-H322M. Drug 1: C1C(C(OC1N2C=C(C(=O)NC2=O)F)CO)O. Drug 2: CC1CCC2CC(C(=CC=CC=CC(CC(C(=O)C(C(C(=CC(C(=O)CC(OC(=O)C3CCCCN3C(=O)C(=O)C1(O2)O)C(C)CC4CCC(C(C4)OC)OCCO)C)C)O)OC)C)C)C)OC. (4) Drug 1: C1=NC2=C(N1)C(=S)N=CN2. Drug 2: CC1=C(C(=O)C2=C(C1=O)N3CC4C(C3(C2COC(=O)N)OC)N4)N. Cell line: T-47D. Synergy scores: CSS=4.84, Synergy_ZIP=-4.46, Synergy_Bliss=-3.07, Synergy_Loewe=-7.52, Synergy_HSA=-2.18. (5) Drug 1: CN(C)N=NC1=C(NC=N1)C(=O)N. Drug 2: CN(C)C1=NC(=NC(=N1)N(C)C)N(C)C. Cell line: SNB-19. Synergy scores: CSS=-2.02, Synergy_ZIP=1.22, Synergy_Bliss=3.59, Synergy_Loewe=0.151, Synergy_HSA=0.650.